From a dataset of Forward reaction prediction with 1.9M reactions from USPTO patents (1976-2016). Predict the product of the given reaction. (1) Given the reactants [N:1]([CH2:4][CH2:5][C:6]1[N:7]=[CH:8][C:9]2[C:14]([CH:15]=1)=[CH:13][CH:12]=[CH:11][CH:10]=2)=[N+]=[N-].C1(P(C2C=CC=CC=2)C2C=CC=CC=2)C=CC=CC=1.O, predict the reaction product. The product is: [NH2:1][CH2:4][CH2:5][C:6]1[N:7]=[CH:8][C:9]2[C:14]([CH:15]=1)=[CH:13][CH:12]=[CH:11][CH:10]=2. (2) Given the reactants Cl[C:2]1[N:3]=[N:4][CH:5]=[C:6]([C:8]2[CH:13]=[CH:12][C:11]([F:14])=[C:10]([C:15]3[C:20]([F:21])=[CH:19][C:18]([F:22])=[CH:17][N:16]=3)[CH:9]=2)[CH:7]=1.Br[C:24]1[C:29]([F:30])=[CH:28][C:27]([F:31])=[CH:26][C:25]=1[F:32], predict the reaction product. The product is: [F:21][C:20]1[C:15]([C:10]2[CH:9]=[C:8]([C:6]3[CH:7]=[C:2]([C:28]4[C:29]([F:30])=[CH:24][C:25]([F:32])=[CH:26][C:27]=4[F:31])[N:3]=[N:4][CH:5]=3)[CH:13]=[CH:12][C:11]=2[F:14])=[N:16][CH:17]=[C:18]([F:22])[CH:19]=1. (3) Given the reactants [CH3:1][O:2][C:3]1[C:12]([NH:13][C:14](=[O:22])OC2C=CC=CC=2)=[N:11][C:10]2[C:5](=[CH:6][CH:7]=[CH:8][CH:9]=2)[N:4]=1.[CH3:23][C:24]1[CH:25]=[C:26]([N:31]2[CH2:36][CH2:35][NH:34][CH2:33][CH2:32]2)[CH:27]=[C:28]([CH3:30])[CH:29]=1, predict the reaction product. The product is: [CH3:1][O:2][C:3]1[C:12]([NH:13][C:14]([N:34]2[CH2:35][CH2:36][N:31]([C:26]3[CH:27]=[C:28]([CH3:30])[CH:29]=[C:24]([CH3:23])[CH:25]=3)[CH2:32][CH2:33]2)=[O:22])=[N:11][C:10]2[C:5](=[CH:6][CH:7]=[CH:8][CH:9]=2)[N:4]=1. (4) Given the reactants [H-].[Na+].[N+:3]([C:6]1[CH:7]=[C:8]2[C:12](=[CH:13][CH:14]=1)[NH:11][N:10]=[CH:9]2)([O-:5])=[O:4].[CH3:15]I, predict the reaction product. The product is: [CH3:15][N:11]1[C:12]2[C:8](=[CH:7][C:6]([N+:3]([O-:5])=[O:4])=[CH:14][CH:13]=2)[CH:9]=[N:10]1. (5) Given the reactants [CH2:1]([O:3][C:4]([C:6]1[C:15](=[O:16])[N:14]2[C:9]([C:10]([CH3:19])=[C:11](Cl)[C:12]([F:17])=[CH:13]2)=[C:8]([CH:20]2[CH2:22][CH2:21]2)[CH:7]=1)=[O:5])[CH3:2].[C:23]([O:27][C:28]([N:30]1[CH2:35][CH2:34][N:33]([CH2:36][CH:37]2[CH2:41][CH2:40][NH:39][CH2:38]2)[CH2:32][CH2:31]1)=[O:29])([CH3:26])([CH3:25])[CH3:24].C([O-])(O)=O.[Na+], predict the reaction product. The product is: [CH2:1]([O:3][C:4]([C:6]1[C:15](=[O:16])[N:14]2[C:9]([C:10]([CH3:19])=[C:11]([N:39]3[CH2:40][CH2:41][CH:37]([CH2:36][N:33]4[CH2:34][CH2:35][N:30]([C:28]([O:27][C:23]([CH3:26])([CH3:25])[CH3:24])=[O:29])[CH2:31][CH2:32]4)[CH2:38]3)[C:12]([F:17])=[CH:13]2)=[C:8]([CH:20]2[CH2:22][CH2:21]2)[CH:7]=1)=[O:5])[CH3:2]. (6) Given the reactants Cl.[CH2:2]([O:4][C:5]([N:7]1[CH2:27][CH2:26][C:11]2[C:12]3[C:13]([C:20]4[CH:21]=[N:22][CH:23]=[CH:24][CH:25]=4)=[CH:14][CH2:15][C:16]=3[C:17](I)=[CH:18][C:10]=2[CH2:9][CH2:8]1)=[O:6])[CH3:3].[H][H], predict the reaction product. The product is: [CH2:2]([O:4][C:5]([N:7]1[CH2:27][CH2:26][C:11]2[C:12]3[CH:13]([C:20]4[CH:21]=[N:22][CH:23]=[CH:24][CH:25]=4)[CH2:14][CH2:15][C:16]=3[CH:17]=[CH:18][C:10]=2[CH2:9][CH2:8]1)=[O:6])[CH3:3].